From a dataset of Peptide-MHC class I binding affinity with 185,985 pairs from IEDB/IMGT. Regression. Given a peptide amino acid sequence and an MHC pseudo amino acid sequence, predict their binding affinity value. This is MHC class I binding data. (1) The MHC is HLA-A03:01 with pseudo-sequence HLA-A03:01. The peptide sequence is IMANRAQVL. The binding affinity (normalized) is 0.0847. (2) The peptide sequence is VTIKYSNDNR. The MHC is HLA-A68:01 with pseudo-sequence HLA-A68:01. The binding affinity (normalized) is 0.922. (3) The peptide sequence is RLQMAGVEV. The MHC is HLA-A02:01 with pseudo-sequence HLA-A02:01. The binding affinity (normalized) is 0.327. (4) The peptide sequence is MGCVVSWSGR. The MHC is HLA-A32:01 with pseudo-sequence YFAMYQENVAHTDESIAYIMYQDYTWAVLAYTWY. The binding affinity (normalized) is 0.0426.